From a dataset of Reaction yield outcomes from USPTO patents with 853,638 reactions. Predict the reaction yield, written as a fraction of the theoretical maximum amount of product (1.0 means a 100% yield; for example, 0.34 means a 34% yield). (1) The reactants are [F:1][C:2]([F:45])([F:44])[C:3]1[CH:4]=[C:5]([C:13]([CH3:43])([CH3:42])[C:14]([N:16]([C:18]2[C:19]([C:34]3[CH:39]=[CH:38][C:37]([F:40])=[CH:36][C:35]=3[CH3:41])=[CH:20][C:21]([N:24]3[CH2:29][CH2:28][CH:27]([CH2:30][S:31]([CH3:33])=[O:32])[CH2:26][CH2:25]3)=[N:22][CH:23]=2)[CH3:17])=[O:15])[CH:6]=[C:7]([C:9]([F:12])([F:11])[F:10])[CH:8]=1.ClC1C=CC=C(C(OO)=[O:54])C=1.S([O-])(O)=O.[Na+]. The catalyst is ClCCl. The product is [F:45][C:2]([F:1])([F:44])[C:3]1[CH:4]=[C:5]([C:13]([CH3:42])([CH3:43])[C:14]([N:16]([C:18]2[C:19]([C:34]3[CH:39]=[CH:38][C:37]([F:40])=[CH:36][C:35]=3[CH3:41])=[CH:20][C:21]([N:24]3[CH2:25][CH2:26][CH:27]([CH2:30][S:31]([CH3:33])(=[O:54])=[O:32])[CH2:28][CH2:29]3)=[N:22][CH:23]=2)[CH3:17])=[O:15])[CH:6]=[C:7]([C:9]([F:10])([F:11])[F:12])[CH:8]=1. The yield is 0.550. (2) The reactants are Br[C:2]1[CH:7]=[C:6]([O:8][CH3:9])[CH:5]=[C:4]([O:10][CH3:11])[CH:3]=1.C([Li])CCC.CON(C)[C:20]([C:22]1[CH:30]=[C:29]2[C:25]([CH:26]=[CH:27][NH:28]2)=[CH:24][CH:23]=1)=[O:21].C(O)(C)C. The catalyst is C1COCC1.O. The product is [CH3:11][O:10][C:4]1[CH:3]=[C:2]([C:20]([C:22]2[CH:30]=[C:29]3[C:25]([CH:26]=[CH:27][NH:28]3)=[CH:24][CH:23]=2)=[O:21])[CH:7]=[C:6]([O:8][CH3:9])[CH:5]=1. The yield is 0.490.